This data is from Catalyst prediction with 721,799 reactions and 888 catalyst types from USPTO. The task is: Predict which catalyst facilitates the given reaction. Reactant: [NH2:1][C:2]1[CH:3]=[C:4]([C:9]2[C:17]([C:18]3[CH:23]=[CH:22][N:21]=[C:20]([NH:24][C:25]4[CH:26]=[C:27]5[C:31](=[CH:32][CH:33]=4)[CH2:30][CH:29]([N:34]([CH3:36])[CH3:35])[CH2:28]5)[N:19]=3)=[C:12]3[CH:13]=[CH:14][CH:15]=[CH:16][N:11]3[N:10]=2)[CH:5]=[CH:6][C:7]=1[F:8].[F:37][C:38]1[CH:46]=[CH:45][CH:44]=[C:43]([F:47])[C:39]=1[C:40](Cl)=[O:41]. Product: [CH3:35][N:34]([CH3:36])[CH:29]1[CH2:28][C:27]2[C:31](=[CH:32][CH:33]=[C:25]([NH:24][C:20]3[N:19]=[C:18]([C:17]4[C:9]([C:4]5[CH:5]=[CH:6][C:7]([F:8])=[C:2]([NH:1][C:40](=[O:41])[C:39]6[C:38]([F:37])=[CH:46][CH:45]=[CH:44][C:43]=6[F:47])[CH:3]=5)=[N:10][N:11]5[CH:16]=[CH:15][CH:14]=[CH:13][C:12]=45)[CH:23]=[CH:22][N:21]=3)[CH:26]=2)[CH2:30]1. The catalyst class is: 76.